Task: Predict the reactants needed to synthesize the given product.. Dataset: Full USPTO retrosynthesis dataset with 1.9M reactions from patents (1976-2016) (1) Given the product [CH3:24][C:21]1([CH3:25])[CH2:22][CH2:23][C:18]([C:4]2[CH:3]=[C:2]([C:26]3([OH:31])[CH2:30][CH2:29][CH2:28][CH2:27]3)[CH:7]=[CH:6][C:5]=2[NH:8][C:9]([C:11]2[NH:12][CH:13]=[C:14]([C:16]#[N:17])[N:15]=2)=[O:10])=[CH:19][CH2:20]1, predict the reactants needed to synthesize it. The reactants are: Br[C:2]1[CH:7]=[CH:6][C:5]([NH:8][C:9]([C:11]2[NH:12][CH:13]=[C:14]([C:16]#[N:17])[N:15]=2)=[O:10])=[C:4]([C:18]2[CH2:23][CH2:22][C:21]([CH3:25])([CH3:24])[CH2:20][CH:19]=2)[CH:3]=1.[C:26]1(=[O:31])[CH2:30][CH2:29][CH2:28][CH2:27]1. (2) The reactants are: C(OC(=O)[NH:7][C@H:8]1[CH2:13][C@@H:12]([N:14]2[CH2:21][CH:20]3[CH:16]([CH2:17][N:18]([S:22]([CH3:25])(=[O:24])=[O:23])[CH2:19]3)[CH2:15]2)[CH2:11][O:10][C@@H:9]1[C:26]1[CH:31]=[C:30]([F:32])[CH:29]=[CH:28][C:27]=1[F:33])(C)(C)C.Cl. Given the product [F:33][C:27]1[CH:28]=[CH:29][C:30]([F:32])=[CH:31][C:26]=1[C@@H:9]1[C@@H:8]([NH2:7])[CH2:13][C@@H:12]([N:14]2[CH2:15][CH:16]3[CH:20]([CH2:19][N:18]([S:22]([CH3:25])(=[O:24])=[O:23])[CH2:17]3)[CH2:21]2)[CH2:11][O:10]1, predict the reactants needed to synthesize it.